From a dataset of Merck oncology drug combination screen with 23,052 pairs across 39 cell lines. Regression. Given two drug SMILES strings and cell line genomic features, predict the synergy score measuring deviation from expected non-interaction effect. (1) Drug 2: COc1cccc2c1C(=O)c1c(O)c3c(c(O)c1C2=O)CC(O)(C(=O)CO)CC3OC1CC(N)C(O)C(C)O1. Synergy scores: synergy=1.95. Drug 1: O=S1(=O)NC2(CN1CC(F)(F)F)C1CCC2Cc2cc(C=CCN3CCC(C(F)(F)F)CC3)ccc2C1. Cell line: LOVO. (2) Drug 1: CCC1(O)CC2CN(CCc3c([nH]c4ccccc34)C(C(=O)OC)(c3cc4c(cc3OC)N(C)C3C(O)(C(=O)OC)C(OC(C)=O)C5(CC)C=CCN6CCC43C65)C2)C1. Drug 2: NC1(c2ccc(-c3nc4ccn5c(=O)[nH]nc5c4cc3-c3ccccc3)cc2)CCC1. Cell line: HT29. Synergy scores: synergy=-4.76. (3) Drug 1: Cn1nnc2c(C(N)=O)ncn2c1=O. Drug 2: NC(=O)c1cccc2cn(-c3ccc(C4CCCNC4)cc3)nc12. Cell line: COLO320DM. Synergy scores: synergy=12.8. (4) Drug 1: C=CCn1c(=O)c2cnc(Nc3ccc(N4CCN(C)CC4)cc3)nc2n1-c1cccc(C(C)(C)O)n1. Drug 2: CC(C)CC(NC(=O)C(Cc1ccccc1)NC(=O)c1cnccn1)B(O)O. Cell line: NCIH2122. Synergy scores: synergy=-16.3.